This data is from Forward reaction prediction with 1.9M reactions from USPTO patents (1976-2016). The task is: Predict the product of the given reaction. (1) Given the reactants [O:1]1[C:5]2([CH2:10][CH2:9][CH:8]([NH:11][CH3:12])[CH2:7][CH2:6]2)OCC1.Cl.C([O-])([O-])=O.[Na+].[Na+].[C:20]([O:24][C:25](O[C:25]([O:24][C:20]([CH3:23])([CH3:22])[CH3:21])=[O:26])=[O:26])([CH3:23])([CH3:22])[CH3:21], predict the reaction product. The product is: [C:20]([O:24][C:25](=[O:26])[N:11]([CH3:12])[CH:8]1[CH2:7][CH2:6][C:5](=[O:1])[CH2:10][CH2:9]1)([CH3:23])([CH3:22])[CH3:21]. (2) The product is: [Cl:1][C:2]1[CH:7]=[CH:6][C:5]([NH:8][C:24](=[O:25])[C:23]2[CH:27]=[CH:28][CH:29]=[CH:30][C:22]=2[O:21][C:20]([F:19])([F:31])[F:32])=[CH:4][C:3]=1[C:9]1[O:10][C:11]2[CH:17]=[CH:16][C:15]([CH3:18])=[CH:14][C:12]=2[N:13]=1. Given the reactants [Cl:1][C:2]1[CH:7]=[CH:6][C:5]([NH2:8])=[CH:4][C:3]=1[C:9]1[O:10][C:11]2[CH:17]=[CH:16][C:15]([CH3:18])=[CH:14][C:12]=2[N:13]=1.[F:19][C:20]([F:32])([F:31])[O:21][C:22]1[CH:30]=[CH:29][CH:28]=[CH:27][C:23]=1[C:24](Cl)=[O:25], predict the reaction product.